This data is from Peptide-MHC class I binding affinity with 185,985 pairs from IEDB/IMGT. The task is: Regression. Given a peptide amino acid sequence and an MHC pseudo amino acid sequence, predict their binding affinity value. This is MHC class I binding data. (1) The peptide sequence is IPLTEEAEL. The MHC is HLA-B27:05 with pseudo-sequence HLA-B27:05. The binding affinity (normalized) is 0. (2) The peptide sequence is YPKFHRSAM. The MHC is HLA-B15:17 with pseudo-sequence HLA-B15:17. The binding affinity (normalized) is 0.350. (3) The peptide sequence is FIKYVNGWVK. The MHC is HLA-A68:01 with pseudo-sequence HLA-A68:01. The binding affinity (normalized) is 0.989. (4) The peptide sequence is QYNLSHSFAV. The MHC is HLA-A30:02 with pseudo-sequence HLA-A30:02. The binding affinity (normalized) is 0.117. (5) The peptide sequence is DIVRVFNEY. The MHC is HLA-A01:01 with pseudo-sequence HLA-A01:01. The binding affinity (normalized) is 0.0847.